Dataset: Reaction yield outcomes from USPTO patents with 853,638 reactions. Task: Predict the reaction yield, written as a fraction of the theoretical maximum amount of product (1.0 means a 100% yield; for example, 0.34 means a 34% yield). (1) The reactants are [CH3:1][CH2:2][O:3][C:4]([CH:6]1[C:11](=[O:12])[CH2:10][CH2:9][NH:8][CH2:7]1)=[O:5].Cl.C(N(CC)CC)C.[CH2:21]([O:28][C:29](ON1C(=O)CCC1=O)=[O:30])[C:22]1[CH:27]=[CH:26][CH:25]=[CH:24][CH:23]=1. The catalyst is C1COCC1.O.C(OCC)(=O)C. The product is [CH2:2]([O:3][C:4]([C:6]1[CH2:7][N:8]([C:29]([O:28][CH2:21][C:22]2[CH:27]=[CH:26][CH:25]=[CH:24][CH:23]=2)=[O:30])[CH2:9][CH2:10][C:11]=1[OH:12])=[O:5])[CH3:1]. The yield is 0.940. (2) The reactants are [F:1][C:2]([F:18])([F:17])[CH:3]1[CH2:8][CH2:7][N:6]([C:9]2[N:14]=[CH:13][N:12]=[C:11]([C:15]#[N:16])[CH:10]=2)[CH2:5][CH2:4]1.Cl. The catalyst is [Pd].CO. The product is [F:17][C:2]([F:1])([F:18])[CH:3]1[CH2:8][CH2:7][N:6]([C:9]2[N:14]=[CH:13][N:12]=[C:11]([CH2:15][NH2:16])[CH:10]=2)[CH2:5][CH2:4]1. The yield is 0.990. (3) The reactants are [C:1]([C@@H:3]1[N:7]2[CH2:8][CH2:9][N:10]([C:12]3[C:13]([C:18]#[N:19])=[N:14][CH:15]=[CH:16][N:17]=3)[CH2:11][C@@H:6]2[CH2:5][CH2:4]1)#[CH:2].I[C:21]1[CH:26]=[CH:25][CH:24]=[C:23]([O:27][CH3:28])[N:22]=1.C(N(C(C)C)CC)(C)C.C(N(CC(O)=O)CC(O)=O)CN(CC(O)=O)CC(O)=O. The catalyst is C1C=CC([P]([Pd]([P](C2C=CC=CC=2)(C2C=CC=CC=2)C2C=CC=CC=2)([P](C2C=CC=CC=2)(C2C=CC=CC=2)C2C=CC=CC=2)[P](C2C=CC=CC=2)(C2C=CC=CC=2)C2C=CC=CC=2)(C2C=CC=CC=2)C2C=CC=CC=2)=CC=1.[Cu](I)I.CN(C=O)C. The product is [CH3:28][O:27][C:23]1[N:22]=[C:21]([C:2]#[C:1][C@@H:3]2[N:7]3[CH2:8][CH2:9][N:10]([C:12]4[C:13]([C:18]#[N:19])=[N:14][CH:15]=[CH:16][N:17]=4)[CH2:11][C@@H:6]3[CH2:5][CH2:4]2)[CH:26]=[CH:25][CH:24]=1. The yield is 0.650. (4) The reactants are Cl[CH2:2][C:3]([NH:5][C@@H:6]1[CH2:11][O:10][C:9]2=[N:12][C:13]([N+:15]([O-:17])=[O:16])=[CH:14][N:8]2[CH2:7]1)=[O:4].[F:18][CH:19]([F:34])[O:20][C:21]1[CH:33]=[CH:32][C:24]([O:25][CH:26]2[CH2:31][CH2:30][NH:29][CH2:28][CH2:27]2)=[CH:23][CH:22]=1. No catalyst specified. The product is [F:34][CH:19]([F:18])[O:20][C:21]1[CH:33]=[CH:32][C:24]([O:25][CH:26]2[CH2:27][CH2:28][N:29]([CH2:2][C:3]([NH:5][C@@H:6]3[CH2:11][O:10][C:9]4=[N:12][C:13]([N+:15]([O-:17])=[O:16])=[CH:14][N:8]4[CH2:7]3)=[O:4])[CH2:30][CH2:31]2)=[CH:23][CH:22]=1. The yield is 0.430. (5) The reactants are [C:1]([N:3]=[C:4]([N:26]1[CH2:31][CH2:30][CH2:29][C@@H:28]([C@:32]([OH:45])([C:39]2[CH:44]=[CH:43][CH:42]=[CH:41][CH:40]=2)[CH2:33][CH2:34][CH2:35][CH2:36][O:37][CH3:38])[CH2:27]1)[NH:5][C@@H:6]([CH2:19][CH:20]1[CH2:25][CH2:24][CH2:23][CH2:22][CH2:21]1)[CH2:7][N:8](C)[C:9](OCC[Si](C)(C)C)=O)#[N:2].[N+](CC)(CC)(CC)CC.[F-]. The catalyst is CC#N. The product is [C:1]([N:3]=[C:4]([N:26]1[CH2:31][CH2:30][CH2:29][C@@H:28]([C@:32]([OH:45])([C:39]2[CH:40]=[CH:41][CH:42]=[CH:43][CH:44]=2)[CH2:33][CH2:34][CH2:35][CH2:36][O:37][CH3:38])[CH2:27]1)[NH:5][C@@H:6]([CH2:19][CH:20]1[CH2:21][CH2:22][CH2:23][CH2:24][CH2:25]1)[CH2:7][NH:8][CH3:9])#[N:2]. The yield is 0.140. (6) The reactants are [C:1]([O:5][C:6]([N:8]1[CH2:12][CH2:11][C@@H:10]([CH2:13][C:14]([OH:16])=O)[CH2:9]1)=[O:7])([CH3:4])([CH3:3])[CH3:2].[NH2:17][C:18]1[CH:19]=[C:20]([NH:28][C:29]2[N:38]=[CH:37][C:36]3[N:35]([CH3:39])[C:34](=[O:40])[CH2:33][N:32]([CH:41]([CH3:43])[CH3:42])[C:31]=3[N:30]=2)[CH:21]=[C:22]([S:24]([CH3:27])(=[O:26])=[O:25])[CH:23]=1. No catalyst specified. The product is [C:1]([O:5][C:6]([N:8]1[CH2:12][CH2:11][C@@H:10]([CH2:13][C:14](=[O:16])[NH:17][C:18]2[CH:23]=[C:22]([S:24]([CH3:27])(=[O:25])=[O:26])[CH:21]=[C:20]([NH:28][C:29]3[N:38]=[CH:37][C:36]4[N:35]([CH3:39])[C:34](=[O:40])[CH2:33][N:32]([CH:41]([CH3:43])[CH3:42])[C:31]=4[N:30]=3)[CH:19]=2)[CH2:9]1)=[O:7])([CH3:2])([CH3:3])[CH3:4]. The yield is 0.820. (7) The reactants are [F:1][C:2]1[CH:10]=[CH:9][C:5]([C:6](Cl)=[O:7])=[CH:4][CH:3]=1.[O:11]([CH2:18][C:19]1[CH:27]=[C:22]2[CH2:23][NH:24][CH2:25][CH2:26][N:21]2[N:20]=1)[C:12]1[CH:17]=[CH:16][CH:15]=[CH:14][CH:13]=1.N1C=CC=CC=1. The catalyst is C(Cl)Cl.C([O-])([O-])=O.[Na+].[Na+]. The product is [F:1][C:2]1[CH:10]=[CH:9][C:5]([C:6]([N:24]2[CH2:25][CH2:26][N:21]3[N:20]=[C:19]([CH2:18][O:11][C:12]4[CH:13]=[CH:14][CH:15]=[CH:16][CH:17]=4)[CH:27]=[C:22]3[CH2:23]2)=[O:7])=[CH:4][CH:3]=1. The yield is 0.590. (8) The reactants are [CH2:1]([O:3][CH2:4][CH2:5][O:6][C:7]1[CH:12]=[C:11]([CH3:13])[C:10]([C:14]2[CH:19]=[CH:18][CH:17]=[C:16]([CH2:20][O:21][C:22]3[CH:27]=[CH:26][C:25]([CH2:28][CH2:29][C:30]([O:32]C)=[O:31])=[CH:24][CH:23]=3)[CH:15]=2)=[C:9]([CH3:34])[CH:8]=1)[CH3:2]. The catalyst is CO.O1CCCC1.[OH-].[Na+].C(OCC)(=O)C. The product is [CH2:1]([O:3][CH2:4][CH2:5][O:6][C:7]1[CH:12]=[C:11]([CH3:13])[C:10]([C:14]2[CH:19]=[CH:18][CH:17]=[C:16]([CH2:20][O:21][C:22]3[CH:23]=[CH:24][C:25]([CH2:28][CH2:29][C:30]([OH:32])=[O:31])=[CH:26][CH:27]=3)[CH:15]=2)=[C:9]([CH3:34])[CH:8]=1)[CH3:2]. The yield is 0.750. (9) The reactants are [N+:1]([C:4]1[CH:27]=[CH:26][C:25]([N:28]2[CH2:33][CH2:32][CH2:31][CH2:30][CH2:29]2)=[CH:24][C:5]=1[C:6]([NH:8][C:9]1[N:10]=[CH:11][N:12]([C:14]2[CH:19]=[CH:18][CH:17]=[C:16]([C:20]([F:23])([F:22])[F:21])[CH:15]=2)[CH:13]=1)=[O:7])([O-])=O. The yield is 0.850. The product is [NH2:1][C:4]1[CH:27]=[CH:26][C:25]([N:28]2[CH2:33][CH2:32][CH2:31][CH2:30][CH2:29]2)=[CH:24][C:5]=1[C:6]([NH:8][C:9]1[N:10]=[CH:11][N:12]([C:14]2[CH:19]=[CH:18][CH:17]=[C:16]([C:20]([F:22])([F:23])[F:21])[CH:15]=2)[CH:13]=1)=[O:7]. The catalyst is CO.ClCCl.[Pd]. (10) The reactants are [C:1]([O:5][C:6](=[O:57])[C:7]([O:10]/[N:11]=[C:12](/[C:43]1[N:44]=[C:45]([NH:49][C:50]([O:52][C:53]([CH3:56])([CH3:55])[CH3:54])=[O:51])[S:46][C:47]=1[Cl:48])\[C:13]([NH:15][C@@H:16]1[C:23](=[O:24])[N:22]2[C@@H:17]1[S:18][CH2:19][C:20]([CH2:41][Cl:42])=[C:21]2[C:25]([O:27][CH:28]([C:35]1[CH:40]=[CH:39][CH:38]=[CH:37][CH:36]=1)[C:29]1[CH:34]=[CH:33][CH:32]=[CH:31][CH:30]=1)=[O:26])=[O:14])([CH3:9])[CH3:8])([CH3:4])([CH3:3])[CH3:2].C1C=C(Cl)C=C(C(OO)=[O:66])C=1.[O-]S([O-])(=S)=O.[Na+].[Na+]. The catalyst is ClCCl. The product is [C:1]([O:5][C:6](=[O:57])[C:7]([O:10]/[N:11]=[C:12](/[C:43]1[N:44]=[C:45]([NH:49][C:50]([O:52][C:53]([CH3:56])([CH3:55])[CH3:54])=[O:51])[S:46][C:47]=1[Cl:48])\[C:13]([NH:15][C@@H:16]1[C:23](=[O:24])[N:22]2[C@@H:17]1[S@:18](=[O:66])[CH2:19][C:20]([CH2:41][Cl:42])=[C:21]2[C:25]([O:27][CH:28]([C:35]1[CH:40]=[CH:39][CH:38]=[CH:37][CH:36]=1)[C:29]1[CH:34]=[CH:33][CH:32]=[CH:31][CH:30]=1)=[O:26])=[O:14])([CH3:8])[CH3:9])([CH3:2])([CH3:3])[CH3:4]. The yield is 0.910.